This data is from Full USPTO retrosynthesis dataset with 1.9M reactions from patents (1976-2016). The task is: Predict the reactants needed to synthesize the given product. (1) The reactants are: [C:1]([O:5][C:6]([NH:8][C@H:9]1[C:18]2[C:13]3=[C:14]([C:19]4[N:20]([C:23]5[CH:24]=[C:25]([C:36]([O:38]C)=[O:37])[CH:26]=[CH:27][C:28]=5[C:29]=4[CH:30]4[CH2:35][CH2:34][CH2:33][CH2:32][CH2:31]4)[CH2:21][CH2:22][N:12]3[CH2:11][CH2:10]1)[CH:15]=[CH:16][CH:17]=2)=[O:7])([CH3:4])([CH3:3])[CH3:2].CO.O.O[Li].O. Given the product [C:1]([O:5][C:6]([NH:8][C@H:9]1[C:18]2[C:13]3=[C:14]([C:19]4[N:20]([C:23]5[CH:24]=[C:25]([C:36]([OH:38])=[O:37])[CH:26]=[CH:27][C:28]=5[C:29]=4[CH:30]4[CH2:31][CH2:32][CH2:33][CH2:34][CH2:35]4)[CH2:21][CH2:22][N:12]3[CH2:11][CH2:10]1)[CH:15]=[CH:16][CH:17]=2)=[O:7])([CH3:4])([CH3:2])[CH3:3], predict the reactants needed to synthesize it. (2) Given the product [CH3:24][C:22]1[CH:23]=[C:18]([N:15]([C:18]2[CH:23]=[C:22]([CH3:24])[CH:21]=[C:20]([CH3:25])[CH:19]=2)[C@@H:10]2[CH2:11][CH2:12][CH2:13][CH2:14][C@H:9]2[NH2:16])[CH:19]=[C:20]([CH3:25])[CH:21]=1, predict the reactants needed to synthesize it. The reactants are: [O-]P([O-])([O-])=O.[K+].[K+].[K+].[C@@H:9]1([NH2:16])[CH2:14][CH2:13][CH2:12][CH2:11][C@H:10]1[NH2:15].I[C:18]1[CH:19]=[C:20]([CH3:25])[CH:21]=[C:22]([CH3:24])[CH:23]=1. (3) Given the product [CH3:11][C:10]1[O:9][CH:8]=[N:7][C:6]=1[C:4](=[O:5])[CH3:13], predict the reactants needed to synthesize it. The reactants are: CON(C)[C:4]([C:6]1[N:7]=[CH:8][O:9][C:10]=1[CH3:11])=[O:5].[CH3:13][Mg]Cl. (4) Given the product [Cl:13][C:11]([O:1][CH2:2][C:3]1[O:4][C:5]([N+:8]([O-:10])=[O:9])=[CH:6][CH:7]=1)=[O:12], predict the reactants needed to synthesize it. The reactants are: [OH:1][CH2:2][C:3]1[O:4][C:5]([N+:8]([O-:10])=[O:9])=[CH:6][CH:7]=1.[C:11](Cl)([Cl:13])=[O:12]. (5) Given the product [O:9]1[C:5]2[CH:4]=[CH:3][C:2]([C:19]3([CH:15]4[C:14](=[O:32])[O:13][C:12]([CH3:33])([CH3:11])[O:17][C:16]4=[O:18])[CH2:24][CH2:23][N:22]([C:25]([O:27][C:28]([CH3:31])([CH3:30])[CH3:29])=[O:26])[CH2:21][CH2:20]3)=[CH:10][C:6]=2[CH2:7][CH2:8]1, predict the reactants needed to synthesize it. The reactants are: Br[C:2]1[CH:3]=[CH:4][C:5]2[O:9][CH2:8][CH2:7][C:6]=2[CH:10]=1.[CH3:11][C:12]1([CH3:33])[O:17][C:16](=[O:18])[C:15](=[C:19]2[CH2:24][CH2:23][N:22]([C:25]([O:27][C:28]([CH3:31])([CH3:30])[CH3:29])=[O:26])[CH2:21][CH2:20]2)[C:14](=[O:32])[O:13]1. (6) Given the product [O:25]=[C:19]1[CH:18]([N:12]2[CH2:11][C:10]3[C:14](=[CH:15][CH:16]=[C:8]([C:7]([NH:6][C:31]([NH:49][C:46]4[CH:47]=[CH:48][C:43]([C:39]5[NH:38][CH:42]=[CH:41][N:40]=5)=[CH:44][CH:45]=4)=[O:32])=[O:50])[CH:9]=3)[CH2:13]2)[CH2:23][CH2:22][C:21](=[O:24])[NH:20]1, predict the reactants needed to synthesize it. The reactants are: CS(O)(=O)=O.[NH2:6][CH2:7][C:8]1[CH:9]=[C:10]2[C:14](=[CH:15][CH:16]=1)[C:13](=O)[N:12]([CH:18]1[CH2:23][CH2:22][C:21](=[O:24])[NH:20][C:19]1=[O:25])[CH2:11]2.C1N=CN([C:31](N2C=NC=C2)=[O:32])C=1.[NH:38]1[CH:42]=[CH:41][N:40]=[C:39]1[C:43]1[CH:48]=[CH:47][C:46]([NH2:49])=[CH:45][CH:44]=1.[OH2:50]. (7) Given the product [C:11]1([CH:10]([C:17]2[CH:22]=[CH:21][CH:20]=[CH:19][CH:18]=2)[N:8]2[CH2:9][CH:6]([N:23]3[CH2:27][CH2:26][CH2:25][CH2:24]3)[CH2:7]2)[CH:16]=[CH:15][CH:14]=[CH:13][CH:12]=1, predict the reactants needed to synthesize it. The reactants are: CS(O[CH:6]1[CH2:9][N:8]([CH:10]([C:17]2[CH:22]=[CH:21][CH:20]=[CH:19][CH:18]=2)[C:11]2[CH:16]=[CH:15][CH:14]=[CH:13][CH:12]=2)[CH2:7]1)(=O)=O.[NH:23]1[CH2:27][CH2:26][CH2:25][CH2:24]1.C(=O)(O)[O-].[Na+]. (8) Given the product [CH2:1]([N:8]1[C:13](=[O:14])[C:12]2[CH:15]=[CH:16][O:17][C:11]=2[N:10]=[C:9]1[CH:19]([NH:22][CH2:23][CH2:24][N:25]([CH3:27])[CH3:26])[CH2:20][CH3:21])[C:2]1[CH:3]=[CH:4][CH:5]=[CH:6][CH:7]=1, predict the reactants needed to synthesize it. The reactants are: [CH2:1]([N:8]1[C:13](=[O:14])[C:12]2[CH:15]=[C:16](Br)[O:17][C:11]=2[N:10]=[C:9]1[CH:19]([NH:22][CH2:23][CH2:24][N:25]([CH3:27])[CH3:26])[CH2:20][CH3:21])[C:2]1[CH:7]=[CH:6][CH:5]=[CH:4][CH:3]=1.